This data is from Forward reaction prediction with 1.9M reactions from USPTO patents (1976-2016). The task is: Predict the product of the given reaction. (1) Given the reactants [CH2:1]([N:3]1[C:7]([CH3:8])=[CH:6][C:5]([C:9]([NH2:11])=O)=[N:4]1)[CH3:2].P(Cl)(Cl)(Cl)=O, predict the reaction product. The product is: [CH2:1]([N:3]1[C:7]([CH3:8])=[CH:6][C:5]([C:9]#[N:11])=[N:4]1)[CH3:2]. (2) The product is: [NH2:24][CH:21]1[CH2:22][CH2:23][N:18]([C:16]2[C:15]3[C:10](=[CH:11][CH:12]=[CH:13][CH:14]=3)[N:9]=[C:8]([C:3]3[CH:4]=[CH:5][CH:6]=[CH:7][C:2]=3[OH:1])[N:17]=2)[CH2:19][CH2:20]1. Given the reactants [OH:1][C:2]1[CH:7]=[CH:6][CH:5]=[CH:4][C:3]=1[C:8]1[N:17]=[C:16]([N:18]2[CH2:23][CH2:22][CH:21]([NH:24]C(=O)OC(C)(C)C)[CH2:20][CH2:19]2)[C:15]2[C:10](=[CH:11][CH:12]=[CH:13][CH:14]=2)[N:9]=1.C(O)(C(F)(F)F)=O, predict the reaction product. (3) Given the reactants [BH4-].[Na+].[F:3][C:4]1[CH:9]=[CH:8][C:7]([F:10])=[CH:6][C:5]=1[CH:11]=[C:12]([N+:14]([O-])=O)[CH3:13], predict the reaction product. The product is: [F:3][C:4]1[CH:9]=[CH:8][C:7]([F:10])=[CH:6][C:5]=1[CH2:11][CH:12]([NH2:14])[CH3:13].